This data is from Reaction yield outcomes from USPTO patents with 853,638 reactions. The task is: Predict the reaction yield, written as a fraction of the theoretical maximum amount of product (1.0 means a 100% yield; for example, 0.34 means a 34% yield). (1) The reactants are [CH3:1][C:2]1[N:3]=[CH:4][N:5]([C:7]2[CH:12]=[CH:11][C:10]([N+:13]([O-])=O)=[CH:9][C:8]=2[CH3:16])[CH:6]=1. The catalyst is C(OCC)(=O)C.C(O)C. The product is [CH3:16][C:8]1[CH:9]=[C:10]([NH2:13])[CH:11]=[CH:12][C:7]=1[N:5]1[CH:6]=[C:2]([CH3:1])[N:3]=[CH:4]1. The yield is 0.990. (2) The reactants are O.Cl.[K].O.[C:5]1([CH3:15])[CH:10]=[CH:9][C:8]([S:11]([OH:14])(=[O:13])=[O:12])=[CH:7][CH:6]=1. The catalyst is O1CCCC1. The product is [CH3:15][C:5]1[CH:10]=[CH:9][C:8]([S:11]([OH:14])(=[O:13])=[O:12])=[CH:7][CH:6]=1. The yield is 0.828. (3) The reactants are Cl.[CH2:2]([O:4][C:5]1[CH:13]=[CH:12][C:11]([S:14]([N:17]2[CH2:22][CH2:21][N:20]([CH2:23][CH3:24])[CH2:19][CH2:18]2)(=[O:16])=[O:15])=[CH:10][C:6]=1[C:7]([NH2:9])=[NH:8])[CH3:3].O.[NH2:26]N. The catalyst is C(O)C. The product is [CH2:2]([O:4][C:5]1[CH:13]=[CH:12][C:11]([S:14]([N:17]2[CH2:18][CH2:19][N:20]([CH2:23][CH3:24])[CH2:21][CH2:22]2)(=[O:16])=[O:15])=[CH:10][C:6]=1[C:7]([NH:9][NH2:26])=[NH:8])[CH3:3]. The yield is 0.740. (4) The product is [Br:11][C:7]1[CH:6]=[C:5]([C:3](=[O:4])[CH2:2][S:12][C:13]#[N:14])[CH:10]=[CH:9][CH:8]=1. The yield is 0.930. The catalyst is C(O)C. The reactants are Br[CH2:2][C:3]([C:5]1[CH:10]=[CH:9][CH:8]=[C:7]([Br:11])[CH:6]=1)=[O:4].[S-:12][C:13]#[N:14].[K+].O. (5) The reactants are S(Cl)(Cl)=O.C(OCCC(O)=O)C.C(OCCC(Cl)=O)C.[CH2:21]([O:23][CH2:24][CH2:25][C:26]([N:28]=[C:29]=[S:30])=[O:27])[CH3:22].[Cl:31][C:32]1[CH:33]=[C:34]([CH:36]=[CH:37][C:38]=1[O:39][C:40]1[C:49]2[C:44](=[CH:45][C:46]([O:52][CH3:53])=[C:47]([O:50][CH3:51])[CH:48]=2)[N:43]=[CH:42][CH:41]=1)[NH2:35]. The catalyst is C(O)C.C1(C)C=CC=CC=1. The product is [Cl:31][C:32]1[CH:33]=[C:34]([NH:35][C:29]([NH:28][C:26](=[O:27])[CH2:25][CH2:24][O:23][CH2:21][CH3:22])=[S:30])[CH:36]=[CH:37][C:38]=1[O:39][C:40]1[C:49]2[C:44](=[CH:45][C:46]([O:52][CH3:53])=[C:47]([O:50][CH3:51])[CH:48]=2)[N:43]=[CH:42][CH:41]=1. The yield is 0.620. (6) The reactants are [CH3:1][O:2][C:3](=[O:15])[CH2:4][CH2:5][C:6]1[CH:11]=[CH:10][C:9]([CH2:12]Cl)=[CH:8][C:7]=1[CH3:14].[N-:16]=[N+:17]=[N-:18].[Na+].O. The catalyst is CN(C=O)C. The product is [CH3:1][O:2][C:3](=[O:15])[CH2:4][CH2:5][C:6]1[CH:11]=[CH:10][C:9]([CH2:12][N:16]=[N+:17]=[N-:18])=[CH:8][C:7]=1[CH3:14]. The yield is 0.910. (7) The reactants are [F:1][C:2]([F:34])([F:33])[CH2:3][NH:4][C@H:5]1[CH2:9][CH2:8][N:7]([C:10]2[C:18]3[C:17]4[CH:19]=[C:20]([C:23]#[N:24])[N:21]=[CH:22][C:16]=4[N:15](COCC[Si](C)(C)C)[C:14]=3[N:13]=[CH:12][CH:11]=2)[CH2:6]1.Br.[OH-].[Na+].Cl. The catalyst is O1CCOCC1. The product is [F:34][C:2]([F:1])([F:33])[CH2:3][NH:4][C@H:5]1[CH2:9][CH2:8][N:7]([C:10]2[C:18]3[C:17]4[CH:19]=[C:20]([C:23]#[N:24])[N:21]=[CH:22][C:16]=4[NH:15][C:14]=3[N:13]=[CH:12][CH:11]=2)[CH2:6]1. The yield is 0.0500.